Predict the reaction yield, written as a fraction of the theoretical maximum amount of product (1.0 means a 100% yield; for example, 0.34 means a 34% yield). From a dataset of Reaction yield outcomes from USPTO patents with 853,638 reactions. (1) The reactants are [H-].[Na+].[NH2:3][CH2:4][CH2:5][C:6]1[CH:11]=[CH:10][C:9]([OH:12])=[CH:8][CH:7]=1.Cl[C:14]1[CH:19]=[CH:18][C:17]([C:20]([F:23])([F:22])[F:21])=[CH:16][N:15]=1.O. The catalyst is CN(C=O)C. The product is [F:21][C:20]([F:23])([F:22])[C:17]1[CH:18]=[CH:19][C:14]([O:12][C:9]2[CH:10]=[CH:11][C:6]([CH2:5][CH2:4][NH2:3])=[CH:7][CH:8]=2)=[N:15][CH:16]=1. The yield is 0.710. (2) The reactants are [OH:1][C:2]1[C:11]2[C:6](=[C:7]([CH3:13])[N:8]=[C:9]([CH3:12])[CH:10]=2)[N:5]=[CH:4][C:3]=1[C:14]([O:16][CH2:17][CH3:18])=[O:15].[C:19]([O-])([O-])=O.[Na+].[Na+].IC. The catalyst is CN(C=O)C. The product is [CH3:19][N:5]1[C:6]2[C:11](=[CH:10][C:9]([CH3:12])=[N:8][C:7]=2[CH3:13])[C:2](=[O:1])[C:3]([C:14]([O:16][CH2:17][CH3:18])=[O:15])=[CH:4]1. The yield is 0.210.